This data is from CYP2D6 inhibition data for predicting drug metabolism from PubChem BioAssay. The task is: Regression/Classification. Given a drug SMILES string, predict its absorption, distribution, metabolism, or excretion properties. Task type varies by dataset: regression for continuous measurements (e.g., permeability, clearance, half-life) or binary classification for categorical outcomes (e.g., BBB penetration, CYP inhibition). Dataset: cyp2d6_veith. (1) The compound is CC(=O)NNC(=O)N1Cc2ccccc2Oc2ccc(Cl)cc21. The result is 1 (inhibitor). (2) The molecule is CC(=O)[C@@]1(O)CC[C@@H]2[C@@H]3CCC4=CC(=O)CC[C@@]4(C)[C@H]3CC[C@]21C. The result is 0 (non-inhibitor). (3) The drug is Cc1ccc(-c2nnc(-c3ccc(NC(=O)c4cccs4)cc3)o2)cc1. The result is 0 (non-inhibitor). (4) The compound is O=c1cnc2cnc(Oc3ccccc3)nc2n1Cc1ccc(F)cc1. The result is 0 (non-inhibitor). (5) The molecule is O=C(Cn1cnc2cc(Cl)ccc2c1=O)Nc1ccc2c(c1)OCO2. The result is 0 (non-inhibitor). (6) The compound is N[C@@H](CSCc1ccc(I)cc1)C(=O)O. The result is 0 (non-inhibitor). (7) The molecule is Cc1cccc(Oc2coc3cc(OC(=O)c4cccs4)ccc3c2=O)c1. The result is 0 (non-inhibitor).